This data is from Reaction yield outcomes from USPTO patents with 853,638 reactions. The task is: Predict the reaction yield, written as a fraction of the theoretical maximum amount of product (1.0 means a 100% yield; for example, 0.34 means a 34% yield). The reactants are [OH:1][C:2]1[CH:10]=[C:9]([CH3:11])[CH:8]=[CH:7][C:3]=1[C:4]([OH:6])=[O:5].[C:12]([O-])([O-])=O.[K+].[K+].[OH-].[K+].Cl. The catalyst is CC(C)=O.CO.CI. The product is [CH3:12][O:1][C:2]1[CH:10]=[C:9]([CH3:11])[CH:8]=[CH:7][C:3]=1[C:4]([OH:6])=[O:5]. The yield is 0.850.